This data is from Reaction yield outcomes from USPTO patents with 853,638 reactions. The task is: Predict the reaction yield, written as a fraction of the theoretical maximum amount of product (1.0 means a 100% yield; for example, 0.34 means a 34% yield). (1) The reactants are C1(C([N:14]2[C:22]3[C:17](=[CH:18][C:19]([CH3:23])=[CH:20][CH:21]=3)[C:16]3([C:27]4=[CH:28][C:29]5[O:33][CH2:32][O:31][C:30]=5[CH:34]=[C:26]4[O:25][CH2:24]3)[C:15]2=[O:35])C2C=CC=CC=2)C=CC=CC=1. The catalyst is [OH-].[Pd+2].[OH-].C(O)(=O)C. The product is [CH3:23][C:19]1[CH:18]=[C:17]2[C:22](=[CH:21][CH:20]=1)[NH:14][C:15](=[O:35])[C:16]12[C:27]2=[CH:28][C:29]3[O:33][CH2:32][O:31][C:30]=3[CH:34]=[C:26]2[O:25][CH2:24]1. The yield is 0.430. (2) The reactants are [C:1]([C:3]1[CH:4]=[C:5]2[C:10](=[CH:11][C:12]=1[O:13][C:14]1[CH:22]=[CH:21][C:17]([C:18](O)=[O:19])=[CH:16][CH:15]=1)[O:9][CH2:8][CH2:7][CH:6]2[C:23]([O:25][CH3:26])=[O:24])#[N:2].Cl.Cl.[CH3:29][N:30]([CH2:32][C:33]1[CH:38]=[CH:37][C:36]([CH2:39][CH2:40][NH2:41])=[CH:35][CH:34]=1)[CH3:31].C(N(CC)C(C)C)(C)C. The catalyst is CN(C)C=O. The product is [C:1]([C:3]1[CH:4]=[C:5]2[C:10](=[CH:11][C:12]=1[O:13][C:14]1[CH:22]=[CH:21][C:17]([C:18](=[O:19])[NH:41][CH2:40][CH2:39][C:36]3[CH:37]=[CH:38][C:33]([CH2:32][N:30]([CH3:31])[CH3:29])=[CH:34][CH:35]=3)=[CH:16][CH:15]=1)[O:9][CH2:8][CH2:7][CH:6]2[C:23]([O:25][CH3:26])=[O:24])#[N:2]. The yield is 0.570. (3) The reactants are C[O:2][C:3]1(OC)[CH2:8][CH2:7][N:6]([C:9]2[CH:14]=[CH:13][C:12]([N:15]3[CH2:19][C@H:18]([CH2:20][CH2:21][C:22]([NH2:24])=[O:23])[O:17][C:16]3=[O:25])=[CH:11][C:10]=2[F:26])[CH2:5][CH:4]1[F:27].CSC.C(Cl)(=O)C. No catalyst specified. The product is [O:2]=[C:3]1[CH2:8][CH2:7][N:6]([C:9]2[CH:14]=[CH:13][C:12]([N:15]3[CH2:19][C@H:18]([CH2:20][CH2:21][C:22]([NH2:24])=[O:23])[O:17][C:16]3=[O:25])=[CH:11][C:10]=2[F:26])[CH2:5][CH:4]1[F:27]. The yield is 0.610.